From a dataset of M1 muscarinic receptor agonist screen with 61,833 compounds. Binary Classification. Given a drug SMILES string, predict its activity (active/inactive) in a high-throughput screening assay against a specified biological target. (1) The molecule is O1CCN(CC1)CCNC(=O)CCc1onc(n1)c1ccc(cc1)C. The result is 0 (inactive). (2) The drug is S(=O)(=O)(Nc1cc(F)ccc1)c1cc2oc(=O)n(c2cc1)C. The result is 0 (inactive). (3) The drug is O(c1c(C2n3[nH]nnc3=NC(=C2C(=O)Nc2cccnc2)C)cccc1OC)C. The result is 0 (inactive). (4) The drug is S(c1n(c(N)c2c(n1)nnc2C)c1c(OCC)cccc1)CC(=O)Nc1ccc(CC)cc1. The result is 0 (inactive). (5) The compound is o1c(nc2c(c1=O)cc(OC)c(OC)c2)C(CC)CC. The result is 0 (inactive). (6) The molecule is N(c1nc2c(n3c1nnc3)cccc2)(CC)CC. The result is 0 (inactive). (7) The molecule is O1C(C2(CC1)c1c([nH]nc1OC(N)=C2C#N)CCC)C. The result is 0 (inactive). (8) The compound is O1c2c(N(CC(=O)NCCCN3CCN(CC3)CCC)C(=O)C1)cccc2. The result is 0 (inactive). (9) The result is 0 (inactive). The drug is Brc1sc(S(=O)(=O)N2CC(CCC2)C(=O)NCc2sccc2)cc1.